The task is: Predict the product of the given reaction.. This data is from Forward reaction prediction with 1.9M reactions from USPTO patents (1976-2016). (1) Given the reactants C(O[C:6]([N:8]([CH2:10][C:11]([NH:13][CH2:14][C:15]1[CH:20]=[CH:19][C:18]([NH:21]/[C:22](=[C:29]2\[C:30](=[O:41])[NH:31][C:32]3[C:37]\2=[CH:36][C:35]([N+:38]([O-:40])=[O:39])=[CH:34][CH:33]=3)/[C:23]2[CH:28]=[CH:27][CH:26]=[CH:25][CH:24]=2)=[CH:17][CH:16]=1)=[O:12])C)=O)(C)(C)C.C(OCC)(=O)C.[ClH:48], predict the reaction product. The product is: [ClH:48].[CH3:6][NH:8][CH2:10][C:11]([NH:13][CH2:14][C:15]1[CH:20]=[CH:19][C:18]([NH:21]/[C:22](=[C:29]2\[C:30](=[O:41])[NH:31][C:32]3[C:37]\2=[CH:36][C:35]([N+:38]([O-:40])=[O:39])=[CH:34][CH:33]=3)/[C:23]2[CH:28]=[CH:27][CH:26]=[CH:25][CH:24]=2)=[CH:17][CH:16]=1)=[O:12]. (2) Given the reactants [OH:1][C:2]1[CH:3]=[C:4]([N:8]2[CH2:13][CH2:12][NH:11][CH2:10][CH2:9]2)[CH:5]=[CH:6][CH:7]=1.C(N(CC)CC)C.[C:21](O[C:21]([O:23][C:24]([CH3:27])([CH3:26])[CH3:25])=[O:22])([O:23][C:24]([CH3:27])([CH3:26])[CH3:25])=[O:22].Cl, predict the reaction product. The product is: [OH:1][C:2]1[CH:3]=[C:4]([N:8]2[CH2:13][CH2:12][N:11]([C:21]([O:23][C:24]([CH3:27])([CH3:26])[CH3:25])=[O:22])[CH2:10][CH2:9]2)[CH:5]=[CH:6][CH:7]=1. (3) The product is: [C:34]([CH2:33][O:32][C:31]1[C:19]2[CH2:18][C:17](=[CH:16][CH2:15][CH2:14][N:11]3[CH2:10][CH2:9][C:8]([C:5]4[CH:6]=[CH:7][C:2]([Cl:1])=[CH:3][CH:4]=4)([OH:39])[CH2:13][CH2:12]3)[C:27]3[C:22]([O:21][C:20]=2[CH:28]=[CH:29][CH:30]=1)=[N:23][CH:24]=[CH:25][CH:26]=3)([OH:36])=[O:35]. Given the reactants [Cl:1][C:2]1[CH:7]=[CH:6][C:5]([C:8]2([OH:39])[CH2:13][CH2:12][N:11]([CH2:14][CH2:15][CH:16]=[C:17]3[C:27]4[C:22](=[N:23][CH:24]=[CH:25][CH:26]=4)[O:21][C:20]4[CH:28]=[CH:29][CH:30]=[C:31]([O:32][CH2:33][C:34]([O:36]CC)=[O:35])[C:19]=4[CH2:18]3)[CH2:10][CH2:9]2)=[CH:4][CH:3]=1.[OH-].[Na+], predict the reaction product. (4) Given the reactants [S:1]1[C:5]2[CH:6]=[CH:7][CH:8]=[CH:9][C:4]=2[N:3]=[C:2]1[C:10]1[CH:11]=[C:12]2[C:17](=[CH:18][C:19]=1[NH:20][C:21](=[O:23])[CH3:22])[CH2:16][N:15](C(=O)C(F)(F)F)[CH2:14][CH2:13]2.O.[OH-].[Li+], predict the reaction product. The product is: [S:1]1[C:5]2[CH:6]=[CH:7][CH:8]=[CH:9][C:4]=2[N:3]=[C:2]1[C:10]1[CH:11]=[C:12]2[C:17](=[CH:18][C:19]=1[NH:20][C:21](=[O:23])[CH3:22])[CH2:16][NH:15][CH2:14][CH2:13]2. (5) The product is: [C:1]([O:5][C:6](=[O:13])[NH:7][C:8]1([C:11](=[NH:18])[NH2:12])[CH2:10][CH2:9]1)([CH3:4])([CH3:2])[CH3:3]. Given the reactants [C:1]([O:5][C:6](=[O:13])[NH:7][C:8]1([C:11]#[N:12])[CH2:10][CH2:9]1)([CH3:4])([CH3:3])[CH3:2].[O-]CC.[Na+].[NH4+:18].[Cl-].N.CO, predict the reaction product. (6) Given the reactants [CH3:1][C:2]1([CH3:27])[O:6][C@@H:5]([C@H:7]([CH2:22][CH:23]([CH3:25])[CH3:24])[C:8]([O:10]C2C(F)=C(F)C(F)=C(F)C=2F)=O)[C:4](=[O:26])[O:3]1.ONC(=O)[C@@H](O)[C@@H](C([N:39]1[CH2:44][CH2:43][N:42]([C:45]2[CH:50]=[CH:49][CH:48]=[CH:47][N:46]=2)[CH2:41][CH2:40]1)=O)CC(C)C.N1C=CC=CC=1N1CCNCC1, predict the reaction product. The product is: [CH3:27][C:2]1([CH3:1])[O:3][C:4](=[O:26])[C@H:5]([C@@H:7]([C:8]([N:39]2[CH2:44][CH2:43][N:42]([C:45]3[CH:50]=[CH:49][CH:48]=[CH:47][N:46]=3)[CH2:41][CH2:40]2)=[O:10])[CH2:22][CH:23]([CH3:24])[CH3:25])[O:6]1. (7) Given the reactants C([O:4][C@H:5]([CH3:30])[CH2:6][CH2:7][CH2:8][CH2:9][N:10]1[C:19](=[O:20])[C:18]2[N:17](COCC)[C:16]([NH:25][CH2:26][CH2:27]O)=[N:15][C:14]=2[N:13]([CH3:29])[C:11]1=[O:12])(=O)C.S(Cl)([Cl:33])=O, predict the reaction product. The product is: [OH:4][C@H:5]([CH3:30])[CH2:6][CH2:7][CH2:8][CH2:9][N:10]1[C:19](=[O:20])[C:18]2[NH:17][C:16]([NH:25][CH2:26][CH2:27][Cl:33])=[N:15][C:14]=2[N:13]([CH3:29])[C:11]1=[O:12]. (8) Given the reactants Cl[C:2]1[C:3](=[O:26])[N:4]([C:18]2[CH:23]=[CH:22][C:21]([Cl:24])=[C:20]([Cl:25])[CH:19]=2)[C:5](=[O:17])[C:6]=1[C:7]1[CH:12]=[CH:11][C:10]([O:13][CH3:14])=[C:9]([O:15][CH3:16])[CH:8]=1.[NH:27]1[CH2:32][CH2:31][O:30][CH2:29][CH2:28]1, predict the reaction product. The product is: [Cl:25][C:20]1[CH:19]=[C:18]([N:4]2[C:3](=[O:26])[C:2]([N:27]3[CH2:32][CH2:31][O:30][CH2:29][CH2:28]3)=[C:6]([C:7]3[CH:12]=[CH:11][C:10]([O:13][CH3:14])=[C:9]([O:15][CH3:16])[CH:8]=3)[C:5]2=[O:17])[CH:23]=[CH:22][C:21]=1[Cl:24]. (9) Given the reactants [CH3:1][C:2]1[C:15]2[C:6](=[N:7][C:8]3[C:13]([N:14]=2)=[CH:12][CH:11]=[CH:10][CH:9]=3)[CH:5]=[CH:4][CH:3]=1.BrN1C(=O)CCC1=O.[C:24]([O:32]OC(=O)C1C=CC=CC=1)(=[O:31])C1C=CC=CC=1.[Br-].[C-]#N.[K+].C(CC1C2C(=NC3C(N=2)=CC=CC=3)C=CC=1)#N, predict the reaction product. The product is: [C:24]([CH2:1][C:2]1[C:15]2[C:6](=[N:7][C:8]3[C:13]([N:14]=2)=[CH:12][CH:11]=[CH:10][CH:9]=3)[CH:5]=[CH:4][CH:3]=1)([OH:32])=[O:31].